The task is: Regression. Given two drug SMILES strings and cell line genomic features, predict the synergy score measuring deviation from expected non-interaction effect.. This data is from NCI-60 drug combinations with 297,098 pairs across 59 cell lines. (1) Drug 2: N.N.Cl[Pt+2]Cl. Cell line: SN12C. Synergy scores: CSS=41.5, Synergy_ZIP=-3.40, Synergy_Bliss=0.642, Synergy_Loewe=-1.11, Synergy_HSA=0.671. Drug 1: CCN(CC)CCNC(=O)C1=C(NC(=C1C)C=C2C3=C(C=CC(=C3)F)NC2=O)C. (2) Drug 1: CC(C1=C(C=CC(=C1Cl)F)Cl)OC2=C(N=CC(=C2)C3=CN(N=C3)C4CCNCC4)N. Drug 2: C1C(C(OC1N2C=NC3=C(N=C(N=C32)Cl)N)CO)O. Cell line: A498. Synergy scores: CSS=5.80, Synergy_ZIP=-2.34, Synergy_Bliss=-0.217, Synergy_Loewe=-1.03, Synergy_HSA=-0.516. (3) Drug 1: CN(C)C1=NC(=NC(=N1)N(C)C)N(C)C. Drug 2: C1=CN(C(=O)N=C1N)C2C(C(C(O2)CO)O)O.Cl. Cell line: BT-549. Synergy scores: CSS=30.1, Synergy_ZIP=-7.51, Synergy_Bliss=-3.32, Synergy_Loewe=-81.9, Synergy_HSA=-7.95. (4) Cell line: DU-145. Synergy scores: CSS=9.25, Synergy_ZIP=-1.93, Synergy_Bliss=-0.163, Synergy_Loewe=-0.260, Synergy_HSA=0.355. Drug 2: C(CC(=O)O)C(=O)CN.Cl. Drug 1: CN1C(=O)N2C=NC(=C2N=N1)C(=O)N. (5) Drug 1: C(=O)(N)NO. Drug 2: CC1CCC2CC(C(=CC=CC=CC(CC(C(=O)C(C(C(=CC(C(=O)CC(OC(=O)C3CCCCN3C(=O)C(=O)C1(O2)O)C(C)CC4CCC(C(C4)OC)O)C)C)O)OC)C)C)C)OC. Cell line: SF-295. Synergy scores: CSS=-1.77, Synergy_ZIP=3.03, Synergy_Bliss=5.47, Synergy_Loewe=3.03, Synergy_HSA=-0.561.